This data is from Peptide-MHC class II binding affinity with 134,281 pairs from IEDB. The task is: Regression. Given a peptide amino acid sequence and an MHC pseudo amino acid sequence, predict their binding affinity value. This is MHC class II binding data. The peptide sequence is AAATAATTVYGAFAA. The MHC is HLA-DQA10401-DQB10402 with pseudo-sequence HLA-DQA10401-DQB10402. The binding affinity (normalized) is 0.428.